This data is from Reaction yield outcomes from USPTO patents with 853,638 reactions. The task is: Predict the reaction yield, written as a fraction of the theoretical maximum amount of product (1.0 means a 100% yield; for example, 0.34 means a 34% yield). The reactants are [CH3:1][O:2][C:3]1[CH:13]=[CH:12][CH:11]=[C:5]2[C:6]([O:8][C:9](=O)[C:4]=12)=[O:7].C([NH2:16])=O. The catalyst is O. The product is [CH3:1][O:2][C:3]1[CH:13]=[CH:12][CH:11]=[C:5]2[C:6]([NH:16][C:9](=[O:8])[C:4]=12)=[O:7]. The yield is 0.370.